Dataset: Full USPTO retrosynthesis dataset with 1.9M reactions from patents (1976-2016). Task: Predict the reactants needed to synthesize the given product. (1) Given the product [C:16]([CH2:17][N:13]([CH3:14])[C:6]([N:8]1[CH:12]=[CH:11][N:10]=[CH:9]1)=[O:7])#[N:15], predict the reactants needed to synthesize it. The reactants are: CNCC#N.[C:6]([N:13]1[CH:17]=[CH:16][N:15]=[CH:14]1)([N:8]1[CH:12]=[CH:11][N:10]=[CH:9]1)=[O:7]. (2) Given the product [CH2:21]([O:28][CH2:29][N:30]1[C:34]2=[N:35][CH:36]=[CH:37][C:38]([O:8][C:3]3[CH:4]=[CH:5][C:6]([NH2:7])=[CH:1][CH:2]=3)=[C:33]2[CH:32]=[CH:31]1)[C:22]1[CH:23]=[CH:24][CH:25]=[CH:26][CH:27]=1, predict the reactants needed to synthesize it. The reactants are: [CH:1]1[C:6]([NH2:7])=[CH:5][CH:4]=[C:3]([OH:8])[CH:2]=1.CC(C)([O-])C.[K+].C(=O)([O-])[O-].[K+].[K+].[CH2:21]([O:28][CH2:29][N:30]1[C:34]2=[N:35][CH:36]=[CH:37][C:38](Cl)=[C:33]2[CH:32]=[CH:31]1)[C:22]1[CH:27]=[CH:26][CH:25]=[CH:24][CH:23]=1. (3) Given the product [Br:12][C:13]1[CH:14]=[C:15]([S:19]([N:3]([CH3:4])[CH3:2])(=[O:21])=[O:20])[CH:16]=[CH:17][CH:18]=1, predict the reactants needed to synthesize it. The reactants are: Cl.[CH3:2][NH:3][CH3:4].C(N(CC)CC)C.[Br:12][C:13]1[CH:14]=[C:15]([S:19](Cl)(=[O:21])=[O:20])[CH:16]=[CH:17][CH:18]=1.C(=O)([O-])O.[Na+]. (4) Given the product [N:22]([CH2:3][C:4]1[N:5]([CH2:18][CH:19]([CH3:21])[CH3:20])[C:6]2[C:15]3[CH:14]=[CH:13][CH:12]=[CH:11][C:10]=3[N:9]=[C:8]([NH2:16])[C:7]=2[N:17]=1)=[N+:23]=[N-:24], predict the reactants needed to synthesize it. The reactants are: Cl.Cl[CH2:3][C:4]1[N:5]([CH2:18][CH:19]([CH3:21])[CH3:20])[C:6]2[C:15]3[CH:14]=[CH:13][CH:12]=[CH:11][C:10]=3[N:9]=[C:8]([NH2:16])[C:7]=2[N:17]=1.[N-:22]=[N+:23]=[N-:24].[Li+]. (5) The reactants are: [NH2:1][C@@H:2]1[CH2:7][C@H:6]([N:8]([C:13]([C:15]2[C:16]([NH:25][CH2:26][CH2:27][CH2:28][S:29][CH3:30])=[N:17][C:18]([C:21]([CH3:24])([CH3:23])[CH3:22])=[N:19][CH:20]=2)=[O:14])[CH2:9][CH:10]([CH3:12])[CH3:11])[CH2:5][N:4]([C:31]([O:33][C:34]([CH3:37])([CH3:36])[CH3:35])=[O:32])[CH2:3]1.[C:38](Cl)(=O)[O:39]C1C=CC([N+]([O-])=O)=CC=1.[CH2:51]([NH2:53])[CH3:52]. Given the product [C:21]([C:18]1[N:17]=[C:16]([NH:25][CH2:26][CH2:27][CH2:28][S:29][CH3:30])[C:15]([C:13]([N:8]([CH2:9][CH:10]([CH3:12])[CH3:11])[C@H:6]2[CH2:7][C@@H:2]([NH:1][C:38](=[O:39])[NH:53][CH2:51][CH3:52])[CH2:3][N:4]([C:31]([O:33][C:34]([CH3:35])([CH3:36])[CH3:37])=[O:32])[CH2:5]2)=[O:14])=[CH:20][N:19]=1)([CH3:24])([CH3:22])[CH3:23], predict the reactants needed to synthesize it. (6) Given the product [Cl:15][C:16]1[CH:23]=[CH:22][C:19]([CH2:20][NH:1][C:2]2[CH:3]=[CH:4][C:5]([F:14])=[C:6]([N:8]3[CH2:12][CH2:11][CH2:10][C:9]3=[O:13])[CH:7]=2)=[CH:18][CH:17]=1, predict the reactants needed to synthesize it. The reactants are: [NH2:1][C:2]1[CH:3]=[CH:4][C:5]([F:14])=[C:6]([N:8]2[CH2:12][CH2:11][CH2:10][C:9]2=[O:13])[CH:7]=1.[Cl:15][C:16]1[CH:23]=[CH:22][C:19]([CH:20]=O)=[CH:18][CH:17]=1.C(O[BH-](OC(=O)C)OC(=O)C)(=O)C.[Na+]. (7) Given the product [NH2:14][CH2:13][CH:12]1[O:11][B:10]([OH:17])[C:9]2[C:4]([O:3][CH2:1][CH3:2])=[CH:5][CH:6]=[C:7]([CH:18]=[CH2:19])[C:8]1=2, predict the reactants needed to synthesize it. The reactants are: [CH2:1]([O:3][C:4]1[C:9]2[B:10]([OH:17])[O:11][CH:12]([CH2:13][N+:14]([O-])=O)[C:8]=2[C:7]([CH:18]=[CH2:19])=[CH:6][CH:5]=1)[CH3:2].N. (8) Given the product [CH3:9][O:10]/[N:11]=[C:12](/[C:36]1[CH:41]=[CH:40][CH:39]=[CH:38][CH:37]=1)\[CH2:13][O:14][C:15]1[CH:35]=[CH:34][C:18]([CH2:19][O:20][C:21]2[CH:33]=[CH:32][C:24]([O:25][CH2:26][C:27]([OH:29])=[O:28])=[CH:23][CH:22]=2)=[CH:17][CH:16]=1, predict the reactants needed to synthesize it. The reactants are: CCO.C1COCC1.[CH3:9][O:10]/[N:11]=[C:12](/[C:36]1[CH:41]=[CH:40][CH:39]=[CH:38][CH:37]=1)\[CH2:13][O:14][C:15]1[CH:35]=[CH:34][C:18]([CH2:19][O:20][C:21]2[CH:33]=[CH:32][C:24]([O:25][CH2:26][C:27]([O:29]CC)=[O:28])=[CH:23][CH:22]=2)=[CH:17][CH:16]=1.[OH-].[Na+].